Dataset: Catalyst prediction with 721,799 reactions and 888 catalyst types from USPTO. Task: Predict which catalyst facilitates the given reaction. (1) Product: [C:1]([O:5][C:6](=[O:32])[NH:7][C:8]([C:11]1[CH:16]=[CH:15][C:14]([NH2:17])=[CH:13][N:12]=1)([CH3:10])[CH3:9])([CH3:2])([CH3:3])[CH3:4]. The catalyst class is: 105. Reactant: [C:1]([O:5][C:6](=[O:32])[NH:7][C:8]([C:11]1[CH:16]=[CH:15][C:14]([N:17](CC2C=CC=CC=2)CC2C=CC=CC=2)=[CH:13][N:12]=1)([CH3:10])[CH3:9])([CH3:4])([CH3:3])[CH3:2].CO.C(Cl)(Cl)Cl. (2) Reactant: [Br:1][C:2]1[O:6][C:5]([CH:7]([O:11][C:12]2[C:13]([F:22])=[C:14]([C:18]([F:21])=[CH:19][CH:20]=2)[C:15]([NH2:17])=[O:16])CC=C)=[N:4][C:3]=1[C:23]1[CH:28]=[CH:27][C:26]([C:29]([F:32])([F:31])[F:30])=[CH:25][CH:24]=1.C[N+]1([O-])CC[O:37]CC1.O.[CH3:42][C:43]([CH3:45])=[O:44]. Product: [Br:1][C:2]1[O:6][C:5]([CH:7]([O:11][C:12]2[C:13]([F:22])=[C:14]([C:18]([F:21])=[CH:19][CH:20]=2)[C:15]([NH2:17])=[O:16])[CH2:42][CH:43]([OH:44])[CH2:45][OH:37])=[N:4][C:3]=1[C:23]1[CH:28]=[CH:27][C:26]([C:29]([F:32])([F:31])[F:30])=[CH:25][CH:24]=1. The catalyst class is: 771. (3) Reactant: Br[C:2]1[CH:7]=[CH:6][C:5]([NH:8][C:9]2[O:10][C:11]3[CH:17]=[CH:16][C:15]([CH2:18][CH3:19])=[CH:14][C:12]=3[N:13]=2)=[CH:4][CH:3]=1.[B:20]1([B:20]2[O:24][C:23]([CH3:26])([CH3:25])[C:22]([CH3:28])([CH3:27])[O:21]2)[O:24][C:23]([CH3:26])([CH3:25])[C:22]([CH3:28])([CH3:27])[O:21]1.ClCCl.C([O-])(=O)C.[K+]. Product: [CH3:27][C:22]1([CH3:28])[C:23]([CH3:26])([CH3:25])[O:24][B:20]([C:2]2[CH:7]=[CH:6][C:5]([NH:8][C:9]3[O:10][C:11]4[CH:17]=[CH:16][C:15]([CH2:18][CH3:19])=[CH:14][C:12]=4[N:13]=3)=[CH:4][CH:3]=2)[O:21]1. The catalyst class is: 9. (4) Reactant: [CH2:1]([N:8]1[C:12]2[CH:13]=[CH:14][C:15]([NH:17][C:18]3[CH:27]=[CH:26][C:25]([Cl:28])=[CH:24][C:19]=3[C:20]([O:22]C)=[O:21])=[CH:16][C:11]=2[NH:10][C:9]1=[O:29])[C:2]1[CH:7]=[CH:6][CH:5]=[CH:4][CH:3]=1.[OH-].[Na+].O.Cl. Product: [CH2:1]([N:8]1[C:12]2[CH:13]=[CH:14][C:15]([NH:17][C:18]3[CH:27]=[CH:26][C:25]([Cl:28])=[CH:24][C:19]=3[C:20]([OH:22])=[O:21])=[CH:16][C:11]=2[NH:10][C:9]1=[O:29])[C:2]1[CH:7]=[CH:6][CH:5]=[CH:4][CH:3]=1. The catalyst class is: 8. (5) Reactant: [Br:1][C:2]1[CH:7]=[C:6]([N+:8]([O-:10])=[O:9])[CH:5]=[CH:4][C:3]=1F.[F:12][C:13]1[CH:18]=[C:17]([F:19])[CH:16]=[CH:15][C:14]=1[OH:20].C(=O)([O-])[O-].[Cs+].[Cs+]. Product: [Br:1][C:2]1[CH:7]=[C:6]([N+:8]([O-:10])=[O:9])[CH:5]=[CH:4][C:3]=1[O:20][C:14]1[CH:15]=[CH:16][C:17]([F:19])=[CH:18][C:13]=1[F:12]. The catalyst class is: 16. (6) Reactant: S(Cl)([Cl:3])=O.[CH3:5][C@H:6]([C@@H:9]1[C:12](=[O:13])[O:11][C@H:10]1[C:14]([OH:16])=O)[CH2:7][CH3:8]. Product: [CH3:5][C@H:6]([C@@H:9]1[C:12](=[O:13])[O:11][C@H:10]1[C:14]([Cl:3])=[O:16])[CH2:7][CH3:8]. The catalyst class is: 4. (7) Reactant: [N+:1]([C:4]1[CH:14]=[CH:13][C:7]([O:8][CH2:9][C:10]([OH:12])=O)=[CH:6][CH:5]=1)([O-:3])=[O:2].[NH2:15][C:16]1[CH:17]=[C:18]([CH:22]=[CH:23][N:24]=1)[C:19]([NH2:21])=[O:20].C1CN([P+](ON2N=NC3C=CC=CC2=3)(N2CCCC2)N2CCCC2)CC1.F[P-](F)(F)(F)(F)F.CO. Product: [N+:1]([C:4]1[CH:5]=[CH:6][C:7]([O:8][CH2:9][C:10]([NH:15][C:16]2[CH:17]=[C:18]([CH:22]=[CH:23][N:24]=2)[C:19]([NH2:21])=[O:20])=[O:12])=[CH:13][CH:14]=1)([O-:3])=[O:2]. The catalyst class is: 241. (8) Reactant: [C:1]([O:5][C:6]([NH:8][C@H:9]([CH3:16])[CH2:10]OS(C)(=O)=O)=[O:7])([CH3:4])([CH3:3])[CH3:2].[NH:17]1[CH2:22][CH2:21][O:20][CH2:19][CH2:18]1. Product: [C:1]([O:5][C:6](=[O:7])[NH:8][C@H:9]([CH3:16])[CH2:10][N:17]1[CH2:22][CH2:21][O:20][CH2:19][CH2:18]1)([CH3:4])([CH3:3])[CH3:2]. The catalyst class is: 10. (9) Reactant: BrBr.[C:3]([C:6]1[CH:18]=[CH:17][C:16]2[C:15]3[C:10](=[CH:11][CH:12]=[CH:13][CH:14]=3)[C:9]3([C:30]4[CH:29]=[C:28]([C:31](=[O:33])C)[CH:27]=[CH:26][C:25]=4[C:24]4[C:19]3=[CH:20][CH:21]=[CH:22][CH:23]=4)[C:8]=2[CH:7]=1)(=[O:5])C.[OH-:34].[Na+].S([O-])(O)=[O:37].[Na+]. Product: [CH:29]1[C:30]2[C:9]3([C:8]4[CH:7]=[C:6]([C:3]([OH:5])=[O:34])[CH:18]=[CH:17][C:16]=4[C:15]4[C:10]3=[CH:11][CH:12]=[CH:13][CH:14]=4)[C:19]3[C:24](=[CH:23][CH:22]=[CH:21][CH:20]=3)[C:25]=2[CH:26]=[CH:27][C:28]=1[C:31]([OH:33])=[O:37]. The catalyst class is: 127. (10) Reactant: [CH3:1][CH:2]1[CH2:7][CH2:6][CH2:5][CH2:4][CH:3]1[N:8]([CH2:22][C:23]1[CH:31]=[CH:30][C:26]([C:27]([O-:29])=[O:28])=[CH:25][CH:24]=1)[S:9]([C:12]1[CH:13]=[N:14][C:15]([C:18]([F:21])([F:20])[F:19])=[CH:16][CH:17]=1)(=[O:11])=[O:10].O.[OH-].[Li+].O. Product: [CH3:1][CH:2]1[CH2:7][CH2:6][CH2:5][CH2:4][CH:3]1[N:8]([CH2:22][C:23]1[CH:31]=[CH:30][C:26]([C:27]([OH:29])=[O:28])=[CH:25][CH:24]=1)[S:9]([C:12]1[CH:13]=[N:14][C:15]([C:18]([F:20])([F:21])[F:19])=[CH:16][CH:17]=1)(=[O:11])=[O:10]. The catalyst class is: 1.